Dataset: Full USPTO retrosynthesis dataset with 1.9M reactions from patents (1976-2016). Task: Predict the reactants needed to synthesize the given product. (1) Given the product [NH2:23][C:24]1[C:32]([Br:33])=[CH:31][C:27]([C:28]([NH:8][CH2:9][CH:10]2[CH2:15][CH2:14][N:13]([C:16]([O:18][C:19]([CH3:22])([CH3:21])[CH3:20])=[O:17])[CH2:12][CH2:11]2)=[O:29])=[C:26]([O:34][CH3:35])[CH:25]=1, predict the reactants needed to synthesize it. The reactants are: CCN(CC)CC.[NH2:8][CH2:9][CH:10]1[CH2:15][CH2:14][N:13]([C:16]([O:18][C:19]([CH3:22])([CH3:21])[CH3:20])=[O:17])[CH2:12][CH2:11]1.[NH2:23][C:24]1[C:32]([Br:33])=[CH:31][C:27]([C:28](O)=[O:29])=[C:26]([O:34][CH3:35])[CH:25]=1.C1C=CC2N(O)N=NC=2C=1.CCN=C=NCCCN(C)C.Cl.Cl. (2) The reactants are: [F:1][C:2]1[CH:3]=[C:4]([O:9][C:10]2[CH:15]=[CH:14][C:13]([CH2:16][O:17][C:18]3[CH:23]=[CH:22][NH:21][C:20](=[O:24])[CH:19]=3)=[CH:12][CH:11]=2)[CH:5]=[CH:6][C:7]=1[CH3:8].Cl[CH2:26][C:27]1[CH:28]=[N:29][N:30]([CH3:32])[CH:31]=1. Given the product [F:1][C:2]1[CH:3]=[C:4]([O:9][C:10]2[CH:15]=[CH:14][C:13]([CH2:16][O:17][C:18]3[CH:23]=[CH:22][N:21]([CH2:26][C:27]4[CH:28]=[N:29][N:30]([CH3:32])[CH:31]=4)[C:20](=[O:24])[CH:19]=3)=[CH:12][CH:11]=2)[CH:5]=[CH:6][C:7]=1[CH3:8], predict the reactants needed to synthesize it. (3) Given the product [CH3:1][C:2]1[CH:7]=[C:6]([C:8]2[CH:9]=[CH:10][C:11]([CH2:14][C:15]([NH:30][C:27]3[CH:28]=[N:29][C:24]([N:21]4[CH2:20][CH2:19][O:18][CH2:23][CH2:22]4)=[CH:25][CH:26]=3)=[O:17])=[CH:12][CH:13]=2)[CH:5]=[CH:4][N:3]=1, predict the reactants needed to synthesize it. The reactants are: [CH3:1][C:2]1[CH:7]=[C:6]([C:8]2[CH:13]=[CH:12][C:11]([CH2:14][C:15]([OH:17])=O)=[CH:10][CH:9]=2)[CH:5]=[CH:4][N:3]=1.[O:18]1[CH2:23][CH2:22][N:21]([C:24]2[N:29]=[CH:28][C:27]([NH2:30])=[CH:26][CH:25]=2)[CH2:20][CH2:19]1.CN(C(ON1N=NC2C=CC=NC1=2)=[N+](C)C)C.F[P-](F)(F)(F)(F)F.CCN(C(C)C)C(C)C. (4) Given the product [CH3:1][N:2]([CH2:16][C:17]1[CH:18]=[N:19][C:20]([C:23]2[CH:24]=[CH:25][C:26]([S:29]([CH3:32])(=[O:31])=[O:30])=[CH:27][CH:28]=2)=[CH:21][CH:22]=1)[CH:3]1[CH2:8][CH2:7][NH:6][CH2:5][CH2:4]1, predict the reactants needed to synthesize it. The reactants are: [CH3:1][N:2]([CH2:16][C:17]1[CH:18]=[N:19][C:20]([C:23]2[CH:28]=[CH:27][C:26]([S:29]([CH3:32])(=[O:31])=[O:30])=[CH:25][CH:24]=2)=[CH:21][CH:22]=1)[CH:3]1[CH2:8][CH2:7][N:6](C(OC(C)(C)C)=O)[CH2:5][CH2:4]1.C(O)(C(F)(F)F)=O. (5) The reactants are: F[C:2]1[CH:3]=[CH:4][C:5]([S:20]([CH3:23])(=[O:22])=[O:21])=[C:6]([NH:8][CH:9]2[C:18]3[C:13](=[CH:14][CH:15]=[CH:16][CH:17]=3)[CH2:12][CH2:11][CH:10]2[CH3:19])[CH:7]=1.[NH:24]1[CH2:29][CH2:28][NH:27][CH2:26][CH2:25]1.C(N(CC)C(C)C)(C)C.O. Given the product [CH3:19][CH:10]1[CH2:11][CH2:12][C:13]2[C:18](=[CH:17][CH:16]=[CH:15][CH:14]=2)[CH:9]1[NH:8][C:6]1[CH:7]=[C:2]([N:24]2[CH2:29][CH2:28][NH:27][CH2:26][CH2:25]2)[CH:3]=[CH:4][C:5]=1[S:20]([CH3:23])(=[O:22])=[O:21], predict the reactants needed to synthesize it. (6) Given the product [C:22]([C:19]1([C:17]([N:13]2[CH2:14][C@H:15]([CH3:16])[C@H:11]([NH:10][C:9]3[C:4]4[N:5]([CH:27]=[C:2]([N:46]5[CH:45]=[C:44]([CH3:43])[CH:48]=[N:47]5)[CH:3]=4)[N:6]=[CH:7][C:8]=3[C:24]([NH2:26])=[O:25])[CH2:12]2)=[O:18])[CH2:20][CH2:21]1)#[N:23], predict the reactants needed to synthesize it. The reactants are: Br[C:2]1[CH:3]=[C:4]2[C:9]([NH:10][C@H:11]3[C@@H:15]([CH3:16])[CH2:14][N:13]([C:17]([C:19]4([C:22]#[N:23])[CH2:21][CH2:20]4)=[O:18])[CH2:12]3)=[C:8]([C:24]([NH2:26])=[O:25])[CH:7]=[N:6][N:5]2[CH:27]=1.C1(C(C#N)C(O)=O)CC1.C(=O)([O-])[O-].[K+].[K+].[CH3:43][C:44]1[CH:45]=[N:46][NH:47][CH:48]=1.CN[C@H]1CCCC[C@@H]1NC. (7) Given the product [F:1][C:2]1[C:7]([NH:8][C:9]([NH:11][C:12]2[CH:13]=[CH:14][CH:15]=[CH:16][CH:17]=2)=[O:10])=[CH:6][C:5]([C:18]2[C:19](=[O:38])[N:20]([CH:35]([CH3:36])[CH3:37])[C:21]3[C:26]([CH:27]=2)=[CH:25][N:24]=[C:23]([NH:28][C:29]([N:41]2[CH2:44][CH2:43][CH2:42]2)=[O:30])[CH:22]=3)=[C:4]([CH3:39])[CH:3]=1, predict the reactants needed to synthesize it. The reactants are: [F:1][C:2]1[C:7]([NH:8][C:9]([NH:11][C:12]2[CH:17]=[CH:16][CH:15]=[CH:14][CH:13]=2)=[O:10])=[CH:6][C:5]([C:18]2[C:19](=[O:38])[N:20]([CH:35]([CH3:37])[CH3:36])[C:21]3[C:26]([CH:27]=2)=[CH:25][N:24]=[C:23]([NH:28][C:29](=O)[O:30]C(C)=C)[CH:22]=3)=[C:4]([CH3:39])[CH:3]=1.Cl.[NH:41]1[CH2:44][CH2:43][CH2:42]1.CN1CCCC1.